Dataset: Full USPTO retrosynthesis dataset with 1.9M reactions from patents (1976-2016). Task: Predict the reactants needed to synthesize the given product. (1) Given the product [O:25]1[C:26]2[CH:32]=[CH:31][CH:30]=[CH:29][C:27]=2[N:28]=[C:24]1[CH:22]([OH:23])[CH:19]([NH:18][C:16](=[O:17])[CH:15]([NH:14][C:42]([NH:43][CH:48]1[CH2:47][CH2:46][CH2:45][CH2:44]1)=[CH:50][S:10]([CH3:13])(=[O:12])=[O:11])[CH2:33][S:34]([CH2:37][CH:38]1[CH2:40][CH2:39]1)(=[O:35])=[O:36])[CH2:20][CH3:21], predict the reactants needed to synthesize it. The reactants are: C1(NC(N[S:10]([CH3:13])(=[O:12])=[O:11])=S)CCCC1.[NH2:14][CH:15]([CH2:33][S:34]([CH2:37][CH:38]1[CH2:40][CH2:39]1)(=[O:36])=[O:35])[C:16]([NH:18][CH:19]([CH:22]([C:24]1[O:25][C:26]2[CH:32]=[CH:31][CH:30]=[CH:29][C:27]=2[N:28]=1)[OH:23])[CH2:20][CH3:21])=[O:17].[I-].[CH3:42][N+:43]1[CH:48]=[CH:47][CH:46]=[CH:45][C:44]=1Cl.[CH3:50]CN(C(C)C)C(C)C. (2) The reactants are: [F:1][C:2]1[CH:10]=[CH:9][C:5]([C:6]([OH:8])=[O:7])=[CH:4][C:3]=1[OH:11].S(Cl)(Cl)=O.[CH3:16]O. Given the product [CH3:16][O:7][C:6](=[O:8])[C:5]1[CH:9]=[CH:10][C:2]([F:1])=[C:3]([OH:11])[CH:4]=1, predict the reactants needed to synthesize it. (3) Given the product [CH3:26][N:25]1[CH:24]=[N:23][N:22]=[C:21]1[S:20][C:9]1[CH:10]=[C:11]2[C:6](=[CH:7][CH:8]=1)[N:5]=[CH:4][N:3]=[C:2]2[NH:13][C:14]1[CH:19]=[N:18][CH:17]=[CH:16][N:15]=1, predict the reactants needed to synthesize it. The reactants are: Cl[C:2]1[C:11]2[C:6](=[CH:7][CH:8]=[C:9](I)[CH:10]=2)[N:5]=[CH:4][N:3]=1.[NH2:13][C:14]1[CH:19]=[N:18][CH:17]=[CH:16][N:15]=1.[SH:20][C:21]1[N:25]([CH3:26])[CH:24]=[N:23][N:22]=1. (4) Given the product [NH:9]1[C:6]2=[N:7][CH:8]=[C:3]([OH:2])[CH:4]=[C:5]2[CH:11]=[CH:10]1, predict the reactants needed to synthesize it. The reactants are: C[O:2][C:3]1[CH:4]=[C:5]2[CH:11]=[CH:10][NH:9][C:6]2=[N:7][CH:8]=1.B(Br)(Br)Br. (5) Given the product [CH3:27][N:28]([CH3:32])[CH2:29][CH2:30][NH:31][C:24]([C:20]1[C:21]2[C:16](=[N:15][C:14]3[C:23]([N:22]=2)=[C:10]2[CH:9]=[CH:8][CH:7]=[C:6]([O:5][CH2:1][CH:2]([CH3:3])[CH3:4])[C:11]2=[CH:12][CH:13]=3)[CH:17]=[CH:18][CH:19]=1)=[O:25], predict the reactants needed to synthesize it. The reactants are: [CH2:1]([O:5][C:6]1[C:11]2=[CH:12][CH:13]=[C:14]3[C:23]([N:22]=[C:21]4[C:16]([CH:17]=[CH:18][CH:19]=[C:20]4[C:24](O)=[O:25])=[N:15]3)=[C:10]2[CH:9]=[CH:8][CH:7]=1)[CH:2]([CH3:4])[CH3:3].[CH3:27][N:28]([CH3:32])[CH2:29][CH2:30][NH2:31]. (6) Given the product [S:1]([N:11]1[C:15]2=[N:16][CH:17]=[C:18]([CH2:20][NH:21][C:22]([C@@H:24]3[CH2:29][CH2:28][CH2:27][N:26]([C:30]([O:32][C:33]([CH3:36])([CH3:35])[CH3:34])=[O:31])[CH2:25]3)=[S:46])[N:19]=[C:14]2[CH:13]=[CH:12]1)([C:4]1[CH:10]=[CH:9][C:7]([CH3:8])=[CH:6][CH:5]=1)(=[O:3])=[O:2], predict the reactants needed to synthesize it. The reactants are: [S:1]([N:11]1[C:15]2=[N:16][CH:17]=[C:18]([CH2:20][NH:21][C:22]([C@@H:24]3[CH2:29][CH2:28][CH2:27][N:26]([C:30]([O:32][C:33]([CH3:36])([CH3:35])[CH3:34])=[O:31])[CH2:25]3)=O)[N:19]=[C:14]2[CH:13]=[CH:12]1)([C:4]1[CH:10]=[CH:9][C:7]([CH3:8])=[CH:6][CH:5]=1)(=[O:3])=[O:2].COC1C=CC(P2(SP(C3C=CC(OC)=CC=3)(=S)S2)=[S:46])=CC=1. (7) Given the product [Na+:19].[Na+:19].[CH2:1]([O:3][CH2:4][C:5]1[CH:10]=[CH:9][CH:8]=[C:7]([C:12]([O-:18])=[O:13])[C:6]=1[C:15]([O-:14])=[O:16])[CH3:2], predict the reactants needed to synthesize it. The reactants are: [CH2:1]([O:3][CH2:4][C:5]12O[CH:8]([CH:9]=[CH:10]1)[CH:7]1[C:12]([O:14][C:15](=[O:16])[CH:6]21)=[O:13])[CH3:2].C[O-:18].[Na+:19].